From a dataset of Peptide-MHC class I binding affinity with 185,985 pairs from IEDB/IMGT. Regression. Given a peptide amino acid sequence and an MHC pseudo amino acid sequence, predict their binding affinity value. This is MHC class I binding data. (1) The peptide sequence is FYLFTFTIY. The MHC is HLA-B15:09 with pseudo-sequence HLA-B15:09. The binding affinity (normalized) is 0.0847. (2) The peptide sequence is IVRTNRNEL. The MHC is HLA-A02:03 with pseudo-sequence HLA-A02:03. The binding affinity (normalized) is 0.0847. (3) The peptide sequence is TLYCVHQRI. The MHC is HLA-A32:01 with pseudo-sequence HLA-A32:01. The binding affinity (normalized) is 0.0693. (4) The peptide sequence is SPRPEMQEF. The MHC is HLA-B54:01 with pseudo-sequence HLA-B54:01. The binding affinity (normalized) is 0. (5) The peptide sequence is LLLGGTSEI. The MHC is HLA-A02:19 with pseudo-sequence HLA-A02:19. The binding affinity (normalized) is 0.808. (6) The peptide sequence is SPVMSGNSY. The MHC is HLA-B15:03 with pseudo-sequence HLA-B15:03. The binding affinity (normalized) is 0.455. (7) The peptide sequence is FATPAFFLI. The MHC is HLA-A02:19 with pseudo-sequence HLA-A02:19. The binding affinity (normalized) is 0.0847.